The task is: Predict the reaction yield, written as a fraction of the theoretical maximum amount of product (1.0 means a 100% yield; for example, 0.34 means a 34% yield).. This data is from Reaction yield outcomes from USPTO patents with 853,638 reactions. (1) The reactants are [CH3:1][N:2]1[C:14]2[CH:13]=[CH:12][CH:11]=[CH:10][C:9]=2[C:8]2[C:3]1=[CH:4][CH:5]=[CH:6][CH:7]=2.C1C(=O)N([Br:22])C(=O)C1. The catalyst is ClCCl. The product is [Br:22][C:11]1[CH:12]=[CH:13][C:14]2[N:2]([CH3:1])[C:3]3[C:8]([C:9]=2[CH:10]=1)=[CH:7][CH:6]=[CH:5][CH:4]=3. The yield is 0.590. (2) The reactants are C([Li])CCC.Br[C:7]1[CH:12]=[CH:11][CH:10]=[C:9]([Br:13])[N:8]=1.CN([CH:17]=[O:18])C.[NH4+].[Cl-]. The catalyst is C(OCC)(=O)C.CCCCCC.C1COCC1. The product is [Br:13][C:9]1[N:8]=[C:7]([CH:17]=[O:18])[CH:12]=[CH:11][CH:10]=1. The yield is 0.384. (3) The reactants are Cl[C:2]1[N:7]=[C:6]([C:8]2[S:12][C:11]([N:13]3[CH2:18][C@H:17]([CH3:19])[O:16][C@H:15]([CH3:20])[CH2:14]3)=[N:10][C:9]=2[C:21]2[C:22]([F:39])=[C:23]([NH:27][S:28]([C:31]3[CH:36]=[C:35]([F:37])[CH:34]=[CH:33][C:32]=3[F:38])(=[O:30])=[O:29])[CH:24]=[CH:25][CH:26]=2)[CH:5]=[CH:4][N:3]=1.[NH4+:40].[OH-]. The catalyst is O1CCOCC1. The product is [NH2:40][C:2]1[N:7]=[C:6]([C:8]2[S:12][C:11]([N:13]3[CH2:18][C@H:17]([CH3:19])[O:16][C@H:15]([CH3:20])[CH2:14]3)=[N:10][C:9]=2[C:21]2[C:22]([F:39])=[C:23]([NH:27][S:28]([C:31]3[CH:36]=[C:35]([F:37])[CH:34]=[CH:33][C:32]=3[F:38])(=[O:30])=[O:29])[CH:24]=[CH:25][CH:26]=2)[CH:5]=[CH:4][N:3]=1. The yield is 0.750. (4) The reactants are [CH3:1][C:2]1[CH:3]=[C:4]([CH:12]=[C:13]([CH3:16])[C:14]=1[CH3:15])[O:5][C:6]([CH3:11])([CH3:10])[C:7]([OH:9])=O. The catalyst is CCCCCC. The product is [CH3:10][C:6]1([CH3:11])[C:7](=[O:9])[C:3]2[C:2]([CH3:1])=[C:14]([CH3:15])[C:13]([CH3:16])=[CH:12][C:4]=2[O:5]1. The yield is 0.900. (5) The reactants are [NH2:1][C:2]1[CH:3]=[C:4]([CH2:8][OH:9])[CH:5]=[N:6][CH:7]=1.N1C=CN=C1.[C:15]([Si:19]([CH3:22])([CH3:21])Cl)([CH3:18])([CH3:17])[CH3:16]. The catalyst is CN(C)C=O.C(OCC)(=O)C. The product is [Si:19]([O:9][CH2:8][C:4]1[CH:3]=[C:2]([NH2:1])[CH:7]=[N:6][CH:5]=1)([C:15]([CH3:18])([CH3:17])[CH3:16])([CH3:22])[CH3:21]. The yield is 0.500. (6) The reactants are [C:1]([C:5]1[CH:13]=[CH:12][C:8]([C:9]([NH2:11])=[S:10])=[CH:7][CH:6]=1)([CH3:4])([CH3:3])[CH3:2].Cl[CH:15]([C:21]([CH3:23])=O)[C:16]([O:18][CH2:19][CH3:20])=[O:17].C(=O)(O)[O-].[K+].C(=O)=O. The catalyst is C(O)C.O. The product is [CH2:19]([O:18][C:16]([C:15]1[S:10][C:9]([C:8]2[CH:7]=[CH:6][C:5]([C:1]([CH3:4])([CH3:2])[CH3:3])=[CH:13][CH:12]=2)=[N:11][C:21]=1[CH3:23])=[O:17])[CH3:20]. The yield is 0.874.